Dataset: Full USPTO retrosynthesis dataset with 1.9M reactions from patents (1976-2016). Task: Predict the reactants needed to synthesize the given product. (1) Given the product [N:8]1[C:7]2[C:2](=[N:3][CH:4]=[CH:5][CH:6]=2)[NH:1][C:12]=1[CH2:11][C:9]#[N:10], predict the reactants needed to synthesize it. The reactants are: [NH2:1][C:2]1[C:7]([NH2:8])=[CH:6][CH:5]=[CH:4][N:3]=1.[C:9]([CH2:11][C:12](OCC)=O)#[N:10].C(OCC)C.C. (2) Given the product [CH2:1]([C:3]1[C:14](=[O:15])[N:13]([C:16]2[CH:17]=[C:18]([NH:22][C:23](=[O:29])[O:24][C:25]([CH3:28])([CH3:27])[CH3:26])[CH:19]=[CH:20][CH:21]=2)[C:6]2[N:7]=[C:8]([S:11]([CH3:12])=[O:35])[N:9]=[CH:10][C:5]=2[CH:4]=1)[CH3:2], predict the reactants needed to synthesize it. The reactants are: [CH2:1]([C:3]1[C:14](=[O:15])[N:13]([C:16]2[CH:17]=[C:18]([NH:22][C:23](=[O:29])[O:24][C:25]([CH3:28])([CH3:27])[CH3:26])[CH:19]=[CH:20][CH:21]=2)[C:6]2[N:7]=[C:8]([S:11][CH3:12])[N:9]=[CH:10][C:5]=2[CH:4]=1)[CH3:2].ClC1C=C(C=CC=1)C(OO)=[O:35].C([O-])([O-])=O.[Na+].[Na+]. (3) The reactants are: [OH:1][C:2]1[CH:9]=[CH:8][C:7]([C:10]([F:13])([F:12])[F:11])=[CH:6][C:3]=1[CH:4]=[O:5].C([O-])([O-])=O.[K+].[K+].[F:20][C:21]1[CH:28]=[CH:27][C:24]([CH2:25]Br)=[CH:23][CH:22]=1. Given the product [F:20][C:21]1[CH:28]=[CH:27][C:24]([CH2:25][O:1][C:2]2[CH:9]=[CH:8][C:7]([C:10]([F:11])([F:12])[F:13])=[CH:6][C:3]=2[CH:4]=[O:5])=[CH:23][CH:22]=1, predict the reactants needed to synthesize it. (4) The reactants are: [Cl:1][C:2]1[N:7]=[C:6]([S:8][CH2:9][CH2:10][CH3:11])[N:5]=[C:4]([NH:12][C@@H:13]2[CH2:17][C@H:16]([O:18][CH2:19][CH2:20][OH:21])[C@@H:15]([OH:22])[C@H:14]2[OH:23])[C:3]=1[N+:24]([O-])=O.[H][H].[N:29]([O-])=O.[Na+]. Given the product [Cl:1][C:2]1[C:3]2[N:24]=[N:29][N:12]([C@@H:13]3[CH2:17][C@H:16]([O:18][CH2:19][CH2:20][OH:21])[C@@H:15]([OH:22])[C@H:14]3[OH:23])[C:4]=2[N:5]=[C:6]([S:8][CH2:9][CH2:10][CH3:11])[N:7]=1, predict the reactants needed to synthesize it. (5) Given the product [Br:15][C:14]1[C:12]([C:11]([OH:19])=[O:18])=[N:5][C:4]([CH2:3][O:2][CH3:1])=[N:6][CH:16]=1, predict the reactants needed to synthesize it. The reactants are: [CH3:1][O:2][CH2:3][C:4]([NH2:6])=[NH:5].CC[O-].[Na+].[C:11]([OH:19])(=[O:18])/[C:12](=[C:14](\[CH:16]=O)/[Br:15])/Br. (6) Given the product [O:27]1[CH2:28][CH2:29][O:30][C:25]2[CH:24]=[C:23]([CH2:22][NH:20][C:21]3[N:6]4[CH:7]=[C:2]([CH3:1])[CH:3]=[CH:4][C:5]4=[N:8][C:10]=3[C:11]3[CH:19]=[CH:18][C:16]([OH:17])=[C:13]([O:14][CH3:15])[CH:12]=3)[CH:32]=[CH:31][C:26]1=2, predict the reactants needed to synthesize it. The reactants are: [CH3:1][C:2]1[CH:3]=[CH:4][C:5]([NH2:8])=[N:6][CH:7]=1.O=[CH:10][C:11]1[CH:19]=[CH:18][C:16]([OH:17])=[C:13]([O:14][CH3:15])[CH:12]=1.[N+:20]([CH2:22][C:23]1[CH:32]=[CH:31][C:26]2[O:27][CH2:28][CH2:29][O:30][C:25]=2[CH:24]=1)#[C-:21]. (7) Given the product [CH3:1][O:2][C:3](=[O:16])[C:4]1[CH:9]=[C:8]([N+:10]([O-:12])=[O:11])[C:7]([NH2:13])=[C:6]([F:14])[C:5]=1[NH:17][C:18]1[CH:23]=[CH:22][CH:21]=[CH:20][CH:19]=1, predict the reactants needed to synthesize it. The reactants are: [CH3:1][O:2][C:3](=[O:16])[C:4]1[CH:9]=[C:8]([N+:10]([O-:12])=[O:11])[C:7]([NH2:13])=[C:6]([F:14])[C:5]=1F.[NH2:17][C:18]1[CH:23]=[CH:22][CH:21]=[CH:20][CH:19]=1.